Task: Predict which catalyst facilitates the given reaction.. Dataset: Catalyst prediction with 721,799 reactions and 888 catalyst types from USPTO (1) Reactant: [F:1][C:2]([F:25])([F:24])[CH2:3][N:4]1[C:8]([C:9]2[N:18]=[C:17]3[N:11]([CH2:12][CH2:13][O:14][C:15]4[CH:22]=[C:21]([OH:23])[CH:20]=[CH:19][C:16]=43)[CH:10]=2)=[N:7][CH:6]=[N:5]1.COC(=O)C(O)C(C)C.[CH2:35]([O:37][C:38](=[O:43])[C:39](O)([CH3:41])[CH3:40])[CH3:36].CO. Product: [CH2:35]([O:37][C:38](=[O:43])[C:39]([CH3:41])([O:23][C:21]1[CH:20]=[CH:19][C:16]2[C:17]3[N:11]([CH2:12][CH2:13][O:14][C:15]=2[CH:22]=1)[CH:10]=[C:9]([C:8]1[N:4]([CH2:3][C:2]([F:24])([F:1])[F:25])[N:5]=[CH:6][N:7]=1)[N:18]=3)[CH3:40])[CH3:36]. The catalyst class is: 13. (2) Product: [Br:14][C:15]1[CH:16]=[C:17]([CH:20]=[CH:21][C:22]=1[F:23])/[CH:18]=[N:13]/[NH:12][C:10](=[O:11])[CH2:9][NH:8][C:5]1[CH:4]=[CH:3][C:2]([Cl:1])=[CH:7][CH:6]=1. The catalyst class is: 8. Reactant: [Cl:1][C:2]1[CH:7]=[CH:6][C:5]([NH:8][CH2:9][C:10]([NH:12][NH2:13])=[O:11])=[CH:4][CH:3]=1.[Br:14][C:15]1[CH:16]=[C:17]([CH:20]=[CH:21][C:22]=1[F:23])[CH:18]=O.